This data is from Catalyst prediction with 721,799 reactions and 888 catalyst types from USPTO. The task is: Predict which catalyst facilitates the given reaction. (1) Reactant: [NH:1]1[C:9]2[C:4](=[CH:5][C:6]([CH:10]3[CH2:15][CH2:14][N:13](C(OC(C)(C)C)=O)[CH2:12][CH2:11]3)=[CH:7][CH:8]=2)[CH:3]=[N:2]1.C(=O)(O)[O-].[Na+]. Product: [NH:13]1[CH2:12][CH2:11][CH:10]([C:6]2[CH:5]=[C:4]3[C:9](=[CH:8][CH:7]=2)[NH:1][N:2]=[CH:3]3)[CH2:15][CH2:14]1. The catalyst class is: 281. (2) Reactant: [C:1]1([C:7]2[O:11][CH:10]=[N:9][CH:8]=2)[CH:6]=[CH:5][CH:4]=[CH:3][CH:2]=1.[Li]CCCC.[Cl:17]C(Cl)(Cl)C(Cl)(Cl)Cl. Product: [Cl:17][C:10]1[O:11][C:7]([C:1]2[CH:2]=[CH:3][CH:4]=[CH:5][CH:6]=2)=[CH:8][N:9]=1. The catalyst class is: 1.